This data is from Forward reaction prediction with 1.9M reactions from USPTO patents (1976-2016). The task is: Predict the product of the given reaction. (1) Given the reactants [CH3:1][Si](Cl)(C)C.[Cl:6][C:7]1[CH:12]=[CH:11][C:10]([CH2:13][C:14]([OH:16])=[O:15])=[C:9]([I:17])[CH:8]=1, predict the reaction product. The product is: [Cl:6][C:7]1[CH:12]=[CH:11][C:10]([CH2:13][C:14]([O:16][CH3:1])=[O:15])=[C:9]([I:17])[CH:8]=1. (2) The product is: [N:1]1[C:9]2[CH2:8][CH:7]([CH2:10][O:11][S:20]([CH3:19])(=[O:22])=[O:21])[CH2:6][C:5]=2[CH:4]=[CH:3][CH:2]=1. Given the reactants [N:1]1[C:9]2[CH2:8][C@H:7]([CH2:10][OH:11])[CH2:6][C:5]=2[CH:4]=[CH:3][CH:2]=1.C(N(CC)CC)C.[CH3:19][S:20](Cl)(=[O:22])=[O:21], predict the reaction product. (3) Given the reactants Br.[CH3:2][O:3][CH2:4][CH2:5][N:6]1[C:10]2[CH2:11][CH2:12][CH2:13][CH2:14][C:9]=2[S:8][C:7]1=[NH:15].[CH2:16]1[CH:23]2[C:19]3([C:25](O)=[O:26])[CH2:20][CH:21]([CH2:24][CH:17]1[CH2:18]3)[CH2:22]2.CN(C(ON1N=NC2C=CC=NC1=2)=[N+](C)C)C.F[P-](F)(F)(F)(F)F.C(N(CC)CC)C, predict the reaction product. The product is: [CH3:2][O:3][CH2:4][CH2:5][N:6]1[C:10]2[CH2:11][CH2:12][CH2:13][CH2:14][C:9]=2[S:8]/[C:7]/1=[N:15]\[C:25]([C:19]12[CH2:20][CH:21]3[CH2:24][CH:17]([CH2:16][CH:23]1[CH2:22]3)[CH2:18]2)=[O:26]. (4) Given the reactants [OH:1][C@H:2]1[CH2:7][CH2:6][CH2:5][N:4]([C:8]([O:10][C:11]([CH3:14])([CH3:13])[CH3:12])=[O:9])[CH2:3]1.[H-].[Na+].Br(O)(=O)=O.Br[CH2:22][CH2:23][NH2:24].O, predict the reaction product. The product is: [NH2:24][CH2:23][CH2:22][O:1][C@H:2]1[CH2:7][CH2:6][CH2:5][N:4]([C:8]([O:10][C:11]([CH3:14])([CH3:13])[CH3:12])=[O:9])[CH2:3]1. (5) Given the reactants [H-].[Na+].CN(C=O)C.F[C:9]1[CH:14]=[C:13]([I:15])[CH:12]=[CH:11][N:10]=1.[CH3:16][O:17][C:18]1[CH:19]=[C:20]([CH2:26][CH2:27][OH:28])[CH:21]=[CH:22][C:23]=1[O:24][CH3:25], predict the reaction product. The product is: [CH3:16][O:17][C:18]1[CH:19]=[C:20]([CH2:26][CH2:27][O:28][C:9]2[CH:14]=[C:13]([I:15])[CH:12]=[CH:11][N:10]=2)[CH:21]=[CH:22][C:23]=1[O:24][CH3:25]. (6) Given the reactants [N:1]1([C:9]([O:11][C:12]([CH3:15])([CH3:14])[CH3:13])=[O:10])[CH2:8][CH2:7][CH2:6][C@@H:2]1[C:3]([OH:5])=O.C(N(CC)CC)C.CN(C(ON1N=NC2C=CC=CC1=2)=[N+](C)C)C.F[P-](F)(F)(F)(F)F.Cl.Cl.[NH2:49][C@@H:50]([CH2:62][C:63]1[CH:68]=[CH:67][C:66]([Cl:69])=[C:65]([Cl:70])[CH:64]=1)[C:51]([NH:53][CH2:54][C:55]1[CH:56]=[N:57][C:58]([NH2:61])=[CH:59][CH:60]=1)=[O:52], predict the reaction product. The product is: [C:12]([O:11][C:9]([N:1]1[CH2:8][CH2:7][CH2:6][C@@H:2]1[C:3](=[O:5])[NH:49][C@H:50]([C:51](=[O:52])[NH:53][CH2:54][C:55]1[CH:56]=[N:57][C:58]([NH2:61])=[CH:59][CH:60]=1)[CH2:62][C:63]1[CH:68]=[CH:67][C:66]([Cl:69])=[C:65]([Cl:70])[CH:64]=1)=[O:10])([CH3:15])([CH3:14])[CH3:13]. (7) Given the reactants [CH3:1][O:2][C:3]1[CH:8]=[C:7]([CH3:9])[C:6]([S:10]([N:13]2[CH2:18][CH2:17][CH2:16][CH2:15][CH:14]2[CH2:19][O:20][CH2:21][C:22]([O:24]C(C)(C)C)=[O:23])(=[O:12])=[O:11])=[C:5]([CH3:29])[CH:4]=1.FC(F)(F)C(O)=O, predict the reaction product. The product is: [CH3:1][O:2][C:3]1[CH:8]=[C:7]([CH3:9])[C:6]([S:10]([N:13]2[CH2:18][CH2:17][CH2:16][CH2:15][CH:14]2[CH2:19][O:20][CH2:21][C:22]([OH:24])=[O:23])(=[O:12])=[O:11])=[C:5]([CH3:29])[CH:4]=1. (8) The product is: [CH:24]12[B:23]([CH2:14][CH:12]3[CH2:11][CH2:10][N:9]([C:15]4[CH:20]=[CH:19][C:18]([Cl:21])=[CH:17][C:16]=4[Cl:22])[CH:8]([C:5]4[CH:6]=[CH:7][C:2]([Cl:1])=[CH:3][CH:4]=4)[CH2:13]3)[CH:28]([CH2:29][CH2:30][CH2:31]1)[CH2:27][CH2:26][CH2:25]2. Given the reactants [Cl:1][C:2]1[CH:7]=[CH:6][C:5]([CH:8]2[CH2:13][C:12](=[CH2:14])[CH2:11][CH2:10][N:9]2[C:15]2[CH:20]=[CH:19][C:18]([Cl:21])=[CH:17][C:16]=2[Cl:22])=[CH:4][CH:3]=1.[BH:23]1[CH:28]2[CH2:29][CH2:30][CH2:31][CH:24]1[CH2:25][CH2:26][CH2:27]2, predict the reaction product. (9) Given the reactants [F:1][C:2]([F:36])([F:35])[C:3]1[CH:4]=[C:5]([C:13]([N:15]2[C@H:20]([CH2:21][C:22]3[C:30]4[C:25](=[CH:26][CH:27]=[CH:28][CH:29]=4)[NH:24][CH:23]=3)[CH2:19][N:18]3[CH2:31][C@H:32](O)[CH2:33][C@H:17]3[CH2:16]2)=[O:14])[CH:6]=[C:7]([C:9]([F:12])([F:11])[F:10])[CH:8]=1.[CH:37]([N:40](C(C)C)[CH2:41][CH3:42])(C)[CH3:38].CS(Cl)(=O)=[O:48], predict the reaction product. The product is: [F:12][C:9]([F:11])([F:10])[C:7]1[CH:6]=[C:5]([C:13]([N:15]2[C@H:20]([CH2:21][C:22]3[C:30]4[C:25](=[CH:26][CH:27]=[CH:28][CH:29]=4)[NH:24][CH:23]=3)[CH2:19][N:18]3[CH2:31][C@@H:32]([N:40]4[CH2:41][CH2:42][O:48][CH2:38][CH2:37]4)[CH2:33][C@H:17]3[CH2:16]2)=[O:14])[CH:4]=[C:3]([C:2]([F:35])([F:1])[F:36])[CH:8]=1. (10) Given the reactants [Br:1][C:2]1[CH:3]=[CH:4][C:5](F)=[N:6][CH:7]=1.[CH3:9][CH:10]1[O:15][CH:14]([CH3:16])[CH2:13][NH:12][CH2:11]1.C([O-])([O-])=O.[K+].[K+].O, predict the reaction product. The product is: [Br:1][C:2]1[CH:3]=[CH:4][C:5]([N:12]2[CH2:11][CH:10]([CH3:9])[O:15][CH:14]([CH3:16])[CH2:13]2)=[N:6][CH:7]=1.